From a dataset of Full USPTO retrosynthesis dataset with 1.9M reactions from patents (1976-2016). Predict the reactants needed to synthesize the given product. (1) Given the product [OH:13][CH2:14][C@H:15]1[CH2:16][N:17]([CH3:21])[CH2:18][CH2:19][N:20]1[C:2]1[NH:3][C:4](=[O:12])[C:5]2[C:10]([CH:11]=1)=[CH:9][CH:8]=[CH:7][CH:6]=2, predict the reactants needed to synthesize it. The reactants are: Cl[C:2]1[NH:3][C:4](=[O:12])[C:5]2[C:10]([CH:11]=1)=[CH:9][CH:8]=[CH:7][CH:6]=2.[OH:13][CH2:14][C@@H:15]1[NH:20][CH2:19][CH2:18][N:17]([CH3:21])[CH2:16]1. (2) Given the product [C:1]([C:3]1[CH:4]=[C:5]([CH:32]([CH3:34])[CH3:33])[C:6]2[O:10][C:9]([C:11]3[CH:30]=[CH:29][C:14]([C:15]([NH:17][CH2:18][C@H:19]4[CH2:24][CH2:23][C@H:22]([CH2:25][C:26](=[O:27])[NH:35][C:36]5[CH:41]=[C:40]([C:42]([F:44])([F:43])[F:45])[CH:39]=[CH:38][N:37]=5)[CH2:21][CH2:20]4)=[O:16])=[CH:13][CH:12]=3)=[N:8][C:7]=2[CH:31]=1)#[N:2], predict the reactants needed to synthesize it. The reactants are: [C:1]([C:3]1[CH:4]=[C:5]([CH:32]([CH3:34])[CH3:33])[C:6]2[O:10][C:9]([C:11]3[CH:30]=[CH:29][C:14]([C:15]([NH:17][CH2:18][C@H:19]4[CH2:24][CH2:23][C@H:22]([CH2:25][C:26](O)=[O:27])[CH2:21][CH2:20]4)=[O:16])=[CH:13][CH:12]=3)=[N:8][C:7]=2[CH:31]=1)#[N:2].[NH2:35][C:36]1[CH:41]=[C:40]([C:42]([F:45])([F:44])[F:43])[CH:39]=[CH:38][N:37]=1. (3) Given the product [CH2:1]([O:8][C:9](=[O:19])[NH:10][CH2:11][CH2:12][C:13]1[C:28]([CH2:29][CH:30]2[O:34][CH2:33][CH2:32][O:31]2)=[C:27]([C:24]2[CH:25]=[CH:26][C:21]([F:20])=[CH:22][CH:23]=2)[N:15]([CH:16]([CH3:17])[CH3:18])[N:14]=1)[C:2]1[CH:3]=[CH:4][CH:5]=[CH:6][CH:7]=1, predict the reactants needed to synthesize it. The reactants are: [CH2:1]([O:8][C:9](=[O:19])[NH:10][CH2:11][CH2:12][CH:13]=[N:14][NH:15][CH:16]([CH3:18])[CH3:17])[C:2]1[CH:7]=[CH:6][CH:5]=[CH:4][CH:3]=1.[F:20][C:21]1[CH:26]=[CH:25][C:24]([CH:27]=[C:28]([N+]([O-])=O)[CH2:29][CH:30]2[O:34][CH2:33][CH2:32][O:31]2)=[CH:23][CH:22]=1. (4) Given the product [C:4]([C@@H:5]([O:17][CH3:18])[CH2:6][C:7]1[CH:8]=[CH:9][C:10]([O:13][CH2:14][CH2:15][O:29][C:25]2[CH:24]=[C:23]([CH:28]=[CH:27][CH:26]=2)[C:22]([OH:30])=[O:21])=[CH:11][CH:12]=1)([OH:3])=[O:19], predict the reactants needed to synthesize it. The reactants are: C([O:3][C:4](=[O:19])[C@@H:5]([O:17][CH3:18])[CH2:6][C:7]1[CH:12]=[CH:11][C:10]([O:13][CH2:14][CH2:15]Br)=[CH:9][CH:8]=1)C.C[O:21][C:22](=[O:30])[C:23]1[CH:28]=[CH:27][CH:26]=[C:25]([OH:29])[CH:24]=1.CO[C@@H](CC1C=CC(OCCCOC2C=CC=CC=2)=CC=1)C(O)=O. (5) The reactants are: [NH2:1][C:2]1[N:6]([CH2:7][C:8]2[CH:13]=[CH:12][CH:11]=[CH:10][C:9]=2[F:14])[N:5]=[C:4]([C:15]([O:17][CH2:18][CH3:19])=[O:16])[CH:3]=1.CN([C:23]([CH:25]=[CH2:26])=O)C.FC(F)(F)C(O)=O. Given the product [F:14][C:9]1[CH:10]=[CH:11][CH:12]=[CH:13][C:8]=1[CH2:7][N:6]1[C:2]2=[N:1][CH:23]=[CH:25][CH:26]=[C:3]2[C:4]([C:15]([O:17][CH2:18][CH3:19])=[O:16])=[N:5]1, predict the reactants needed to synthesize it. (6) Given the product [CH2:28]([C:26]1[N:3]=[N:2][N:1]([CH2:4][C:5]([N:7]2[CH2:12][CH2:11][O:10][CH:9]([C:13]([O:15][CH2:16][C:17]3[CH:22]=[CH:21][CH:20]=[CH:19][CH:18]=3)=[O:14])[CH2:8]2)=[O:6])[CH:25]=1)[CH2:30][CH3:32], predict the reactants needed to synthesize it. The reactants are: [N:1]([CH2:4][C:5]([N:7]1[CH2:12][CH2:11][O:10][CH:9]([C:13]([O:15][CH2:16][C:17]2[CH:22]=[CH:21][CH:20]=[CH:19][CH:18]=2)=[O:14])[CH2:8]1)=[O:6])=[N+:2]=[N-:3].O.O=[C:25]1O[C@H:30]([C@H:32](CO)O)[C:28]([O-])=[C:26]1O.[Na+].C#CCCC. (7) Given the product [F:1][C:2]1[CH:7]=[CH:6][C:5]([C:8]2[N:13]=[C:12]3[NH:14][N:15]=[C:16]([C:17]4[CH:18]=[CH:19][CH:20]=[CH:21][CH:22]=4)[C:11]3=[C:10]([C:23](=[O:24])[NH:44][CH2:43][CH2:42][O:41][CH2:40][CH2:39][O:38][CH2:37][CH2:36][O:35][CH2:34][CH2:33][O:32][CH2:31][CH2:30][NH:45][C:23]([C:10]3[CH:9]=[C:8]([C:5]4[CH:6]=[CH:7][C:2]([F:1])=[C:3]([C:26]([O:28][CH3:29])=[O:27])[CH:4]=4)[N:13]=[C:12]4[NH:14][N:15]=[C:16]([C:17]5[CH:18]=[CH:19][CH:20]=[CH:21][CH:22]=5)[C:11]=34)=[O:24])[CH:9]=2)=[CH:4][C:3]=1[C:26]([O:28][CH3:29])=[O:27], predict the reactants needed to synthesize it. The reactants are: [F:1][C:2]1[CH:7]=[CH:6][C:5]([C:8]2[CH:9]=[C:10]([C:23](O)=[O:24])[C:11]3[C:16]([C:17]4[CH:22]=[CH:21][CH:20]=[CH:19][CH:18]=4)=[N:15][NH:14][C:12]=3[N:13]=2)=[CH:4][C:3]=1[C:26]([O:28][CH3:29])=[O:27].[CH2:30]([NH2:45])[CH2:31][O:32][CH2:33][CH2:34][O:35][CH2:36][CH2:37][O:38][CH2:39][CH2:40][O:41][CH2:42][CH2:43][NH2:44]. (8) Given the product [CH3:26][N:25]([CH3:27])[C:22]1[CH:23]=[CH:24][C:19]([NH:18][C:17]([N:14]2[CH2:13][CH2:12][CH:11]([C:8]3[S:9][CH:10]=[C:6]([C:4]([OH:5])=[O:3])[N:7]=3)[CH2:16][CH2:15]2)=[S:28])=[CH:20][CH:21]=1, predict the reactants needed to synthesize it. The reactants are: C([O:3][C:4]([C:6]1[N:7]=[C:8]([CH:11]2[CH2:16][CH2:15][N:14]([C:17](=[S:28])[NH:18][C:19]3[CH:24]=[CH:23][C:22]([N:25]([CH3:27])[CH3:26])=[CH:21][CH:20]=3)[CH2:13][CH2:12]2)[S:9][CH:10]=1)=[O:5])C.[OH-].[Na+]. (9) Given the product [CH2:14]([NH:16][C:17]([NH:7][C:6]1[C:2]([CH3:1])=[N:3][N:4]([C:8]2[CH:9]=[N:10][CH:11]=[CH:12][CH:13]=2)[CH:5]=1)=[O:18])[CH3:15], predict the reactants needed to synthesize it. The reactants are: [CH3:1][C:2]1[C:6]([NH2:7])=[CH:5][N:4]([C:8]2[CH:9]=[N:10][CH:11]=[CH:12][CH:13]=2)[N:3]=1.[CH2:14]([N:16]=[C:17]=[O:18])[CH3:15].